From a dataset of NCI-60 drug combinations with 297,098 pairs across 59 cell lines. Regression. Given two drug SMILES strings and cell line genomic features, predict the synergy score measuring deviation from expected non-interaction effect. (1) Drug 1: CCCCC(=O)OCC(=O)C1(CC(C2=C(C1)C(=C3C(=C2O)C(=O)C4=C(C3=O)C=CC=C4OC)O)OC5CC(C(C(O5)C)O)NC(=O)C(F)(F)F)O. Drug 2: CN(CC1=CN=C2C(=N1)C(=NC(=N2)N)N)C3=CC=C(C=C3)C(=O)NC(CCC(=O)O)C(=O)O. Cell line: COLO 205. Synergy scores: CSS=63.0, Synergy_ZIP=10.8, Synergy_Bliss=9.34, Synergy_Loewe=-2.55, Synergy_HSA=8.57. (2) Drug 1: C1CCC(C(C1)N)N.C(=O)(C(=O)[O-])[O-].[Pt+4]. Drug 2: C1C(C(OC1N2C=NC(=NC2=O)N)CO)O. Cell line: COLO 205. Synergy scores: CSS=30.2, Synergy_ZIP=-8.00, Synergy_Bliss=-5.10, Synergy_Loewe=-3.49, Synergy_HSA=-1.26. (3) Drug 1: C1=NC2=C(N1)C(=S)N=C(N2)N. Drug 2: CCC1(C2=C(COC1=O)C(=O)N3CC4=CC5=C(C=CC(=C5CN(C)C)O)N=C4C3=C2)O.Cl. Cell line: HT29. Synergy scores: CSS=33.5, Synergy_ZIP=-3.93, Synergy_Bliss=-2.24, Synergy_Loewe=-10.8, Synergy_HSA=-2.22.